From a dataset of Full USPTO retrosynthesis dataset with 1.9M reactions from patents (1976-2016). Predict the reactants needed to synthesize the given product. (1) Given the product [F:14][C:15]1[CH:20]=[CH:28][C:29]([O:30][CH3:31])=[C:17]([C:2]2[CH:7]=[CH:6][CH:5]=[CH:4][C:3]=2[C:8]2[CH:13]=[CH:12][CH:11]=[CH:10][CH:9]=2)[CH:16]=1, predict the reactants needed to synthesize it. The reactants are: Br[C:2]1[CH:7]=[CH:6][CH:5]=[CH:4][C:3]=1[C:8]1[CH:13]=[CH:12][CH:11]=[CH:10][CH:9]=1.[F:14][C:15]1[CH:20]=CC=[C:17](OC)[C:16]=1B(O)O.CO[CH2:28][CH2:29][O:30][CH3:31].O. (2) The reactants are: [Cl:1][C:2]1[CH:7]=[C:6]([CH3:8])[CH:5]=[CH:4][C:3]=1[C:9]1[C:10]([C:15]([O:17]CC)=[O:16])=[CH:11][CH:12]=[CH:13][CH:14]=1.[OH-].[Na+]. Given the product [Cl:1][C:2]1[CH:7]=[C:6]([CH3:8])[CH:5]=[CH:4][C:3]=1[C:9]1[C:10]([C:15]([OH:17])=[O:16])=[CH:11][CH:12]=[CH:13][CH:14]=1, predict the reactants needed to synthesize it. (3) The reactants are: [C:1]([C:3]1[CH:10]=[CH:9][C:6]([CH2:7]Br)=[CH:5][CH:4]=1)#[N:2].[C:11]([O:15][C:16]([N:18]1[CH2:25][CH:24]2[O:26][CH:20]([CH2:21][NH:22][CH2:23]2)[CH2:19]1)=[O:17])([CH3:14])([CH3:13])[CH3:12].C(=O)([O-])[O-].[K+].[K+]. Given the product [C:11]([O:15][C:16]([N:18]1[CH2:19][CH:20]2[O:26][CH:24]([CH2:23][N:22]([CH2:7][C:6]3[CH:9]=[CH:10][C:3]([C:1]#[N:2])=[CH:4][CH:5]=3)[CH2:21]2)[CH2:25]1)=[O:17])([CH3:14])([CH3:12])[CH3:13], predict the reactants needed to synthesize it. (4) Given the product [CH2:24]([C:1]1([C:10]([O:12][CH3:13])=[O:11])[C:9]2[C:4](=[CH:5][CH:6]=[CH:7][CH:8]=2)[CH2:3][CH2:2]1)[C:25]1[CH:30]=[CH:29][CH:28]=[CH:27][CH:26]=1, predict the reactants needed to synthesize it. The reactants are: [CH:1]1([C:10]([O:12][CH3:13])=[O:11])[C:9]2[C:4](=[CH:5][CH:6]=[CH:7][CH:8]=2)[CH2:3][CH2:2]1.C[Si]([N-][Si](C)(C)C)(C)C.[Na+].[CH2:24](Br)[C:25]1[CH:30]=[CH:29][CH:28]=[CH:27][CH:26]=1. (5) Given the product [C:1]([CH2:3][C@H:4]1[CH2:8][CH2:7][CH2:6][N:5]1[C:9]([O:11][C:12]([CH3:15])([CH3:14])[CH3:13])=[O:10])#[N:2], predict the reactants needed to synthesize it. The reactants are: [C:1]([CH2:3][C@@H:4]1[CH2:8][CH2:7][CH2:6][N:5]1[C:9]([O:11][C:12]([CH3:15])([CH3:14])[CH3:13])=[O:10])#[N:2].CC1C=CC(S(OC[C@H]2CCCN2C(OC(C)(C)C)=O)(=O)=O)=CC=1. (6) Given the product [CH3:3][CH:4]([C:9]1[CH:10]=[C:11]([C:19]([F:20])([F:21])[F:22])[CH:12]=[C:13]([C:15]([F:16])([F:17])[F:18])[CH:14]=1)[C:5]([OH:7])=[O:6], predict the reactants needed to synthesize it. The reactants are: [OH-].[Na+].[CH3:3][CH:4]([C:9]1[CH:14]=[C:13]([C:15]([F:18])([F:17])[F:16])[CH:12]=[C:11]([C:19]([F:22])([F:21])[F:20])[CH:10]=1)[C:5]([O:7]C)=[O:6].